From a dataset of NCI-60 drug combinations with 297,098 pairs across 59 cell lines. Regression. Given two drug SMILES strings and cell line genomic features, predict the synergy score measuring deviation from expected non-interaction effect. (1) Drug 1: CC(CN1CC(=O)NC(=O)C1)N2CC(=O)NC(=O)C2. Drug 2: C1CCC(C(C1)N)N.C(=O)(C(=O)[O-])[O-].[Pt+4]. Cell line: HS 578T. Synergy scores: CSS=5.04, Synergy_ZIP=-4.83, Synergy_Bliss=3.10, Synergy_Loewe=2.20, Synergy_HSA=2.49. (2) Drug 1: C1=NC2=C(N=C(N=C2N1C3C(C(C(O3)CO)O)F)Cl)N. Drug 2: CCC1(CC2CC(C3=C(CCN(C2)C1)C4=CC=CC=C4N3)(C5=C(C=C6C(=C5)C78CCN9C7C(C=CC9)(C(C(C8N6C)(C(=O)OC)O)OC(=O)C)CC)OC)C(=O)OC)O.OS(=O)(=O)O. Cell line: OVCAR3. Synergy scores: CSS=2.72, Synergy_ZIP=5.13, Synergy_Bliss=9.97, Synergy_Loewe=3.07, Synergy_HSA=4.31. (3) Drug 1: C1C(C(OC1N2C=C(C(=O)NC2=O)F)CO)O. Drug 2: CC1CCC2CC(C(=CC=CC=CC(CC(C(=O)C(C(C(=CC(C(=O)CC(OC(=O)C3CCCCN3C(=O)C(=O)C1(O2)O)C(C)CC4CCC(C(C4)OC)OCCO)C)C)O)OC)C)C)C)OC. Cell line: 786-0. Synergy scores: CSS=15.9, Synergy_ZIP=-3.45, Synergy_Bliss=4.56, Synergy_Loewe=-11.6, Synergy_HSA=1.71. (4) Drug 2: C1=CC=C(C=C1)NC(=O)CCCCCCC(=O)NO. Cell line: SF-295. Synergy scores: CSS=7.75, Synergy_ZIP=-4.40, Synergy_Bliss=-5.89, Synergy_Loewe=-5.47, Synergy_HSA=-5.55. Drug 1: CN(C)N=NC1=C(NC=N1)C(=O)N. (5) Drug 1: CC1=C2C(C(=O)C3(C(CC4C(C3C(C(C2(C)C)(CC1OC(=O)C(C(C5=CC=CC=C5)NC(=O)OC(C)(C)C)O)O)OC(=O)C6=CC=CC=C6)(CO4)OC(=O)C)OC)C)OC. Drug 2: C1CC(=O)NC(=O)C1N2CC3=C(C2=O)C=CC=C3N. Cell line: HOP-92. Synergy scores: CSS=37.6, Synergy_ZIP=7.10, Synergy_Bliss=9.74, Synergy_Loewe=-0.729, Synergy_HSA=12.5.